This data is from Forward reaction prediction with 1.9M reactions from USPTO patents (1976-2016). The task is: Predict the product of the given reaction. Given the reactants [CH2:1]([C@H:8]1[N:13]([C:14]([C:16]2[CH:20]=[CH:19][N:18]([C:21]3[CH:26]=[C:25]([O:27][CH3:28])[CH:24]=[CH:23][C:22]=3[NH2:29])[C:17]=2[C:30]2[CH:35]=[CH:34][CH:33]=[CH:32][CH:31]=2)=[O:15])[CH2:12][CH2:11][N:10]([C:36]([O:38][C:39]([CH3:42])([CH3:41])[CH3:40])=[O:37])[CH2:9]1)[C:2]1[CH:7]=[CH:6][CH:5]=[CH:4][CH:3]=1.[C:43](Cl)(=[O:46])[CH2:44][CH3:45].C(=O)(O)[O-].[Na+], predict the reaction product. The product is: [CH2:1]([C@H:8]1[N:13]([C:14]([C:16]2[CH:20]=[CH:19][N:18]([C:21]3[CH:26]=[C:25]([O:27][CH3:28])[CH:24]=[CH:23][C:22]=3[NH:29][C:43](=[O:46])[CH2:44][CH3:45])[C:17]=2[C:30]2[CH:35]=[CH:34][CH:33]=[CH:32][CH:31]=2)=[O:15])[CH2:12][CH2:11][N:10]([C:36]([O:38][C:39]([CH3:42])([CH3:41])[CH3:40])=[O:37])[CH2:9]1)[C:2]1[CH:7]=[CH:6][CH:5]=[CH:4][CH:3]=1.